From a dataset of Forward reaction prediction with 1.9M reactions from USPTO patents (1976-2016). Predict the product of the given reaction. (1) Given the reactants [H-].[Na+].[Br:3][C:4]1[CH:5]=[CH:6][C:7]([CH3:18])=[C:8]([NH:10][C:11](=[O:17])[O:12][C:13]([CH3:16])([CH3:15])[CH3:14])[CH:9]=1.[CH3:19]I, predict the reaction product. The product is: [Br:3][C:4]1[CH:5]=[CH:6][C:7]([CH3:18])=[C:8]([N:10]([CH3:19])[C:11](=[O:17])[O:12][C:13]([CH3:14])([CH3:15])[CH3:16])[CH:9]=1. (2) Given the reactants Cl.[C:2]1([C:8]2[O:12][N:11]=[C:10]([CH:13]3[O:18][CH2:17][CH2:16][NH:15][CH2:14]3)[N:9]=2)[CH:7]=[CH:6][CH:5]=[CH:4][CH:3]=1.BrC1C=CC([C@H]2CO2)=CC=1.[CH3:29][N:30]1[C:35](=[O:36])[CH:34]=[C:33]([C:37]2[CH:42]=[CH:41][N:40]=[CH:39][N:38]=2)[N:32]=[C:31]1N1CCOC(C2ON=C(C3C=CC=CC=3)N=2)C1.C(N(CC)CC)C, predict the reaction product. The product is: [CH3:29][N:30]1[C:35](=[O:36])[CH:34]=[C:33]([C:37]2[CH:42]=[CH:41][N:40]=[CH:39][N:38]=2)[N:32]=[C:31]1[N:15]1[CH2:16][CH2:17][O:18][CH:13]([C:10]2[N:9]=[C:8]([C:2]3[CH:3]=[CH:4][CH:5]=[CH:6][CH:7]=3)[O:12][N:11]=2)[CH2:14]1. (3) Given the reactants [CH:1]([O:4][C:5]1[CH:6]=[C:7]([CH2:13][OH:14])[CH:8]=[C:9]([CH2:11][OH:12])[CH:10]=1)([CH3:3])[CH3:2].C(N(CC)CC)C.[C:22]([Si:26](Cl)([C:33]1[CH:38]=[CH:37][CH:36]=[CH:35][CH:34]=1)[C:27]1[CH:32]=[CH:31][CH:30]=[CH:29][CH:28]=1)([CH3:25])([CH3:24])[CH3:23].C(=O)([O-])O.[Na+], predict the reaction product. The product is: [Si:26]([O:12][CH2:11][C:9]1[CH:8]=[C:7]([CH2:13][OH:14])[CH:6]=[C:5]([O:4][CH:1]([CH3:3])[CH3:2])[CH:10]=1)([C:22]([CH3:25])([CH3:24])[CH3:23])([C:33]1[CH:34]=[CH:35][CH:36]=[CH:37][CH:38]=1)[C:27]1[CH:32]=[CH:31][CH:30]=[CH:29][CH:28]=1. (4) Given the reactants [C:1]([O:5][C:6](=[O:9])[CH:7]=[CH2:8])([CH3:4])([CH3:3])[CH3:2].[C:10]([NH2:14])(=[O:13])[CH:11]=[CH2:12], predict the reaction product. The product is: [C:1]([O:5][C:6](=[O:9])[CH:7]=[CH2:8])([CH3:4])([CH3:3])[CH3:2].[C:10]([NH2:14])(=[O:13])[CH:11]=[CH2:12]. (5) The product is: [CH3:18][O:19][C:20]1[CH:21]=[C:22]2[C:27](=[CH:28][C:29]=1[O:30][CH3:31])[N:26]=[CH:25][CH:24]=[C:23]2[O:32][C:33]1[CH:39]=[CH:38][C:36]([NH:37][C:14]([C:10]2[C:9](=[O:17])[N:8]([C:5]3[CH:6]=[CH:7][C:2]([F:1])=[CH:3][CH:4]=3)[CH:13]=[CH:12][CH:11]=2)=[O:15])=[C:35]([F:40])[CH:34]=1. Given the reactants [F:1][C:2]1[CH:7]=[CH:6][C:5]([N:8]2[CH:13]=[CH:12][CH:11]=[C:10]([C:14](Cl)=[O:15])[C:9]2=[O:17])=[CH:4][CH:3]=1.[CH3:18][O:19][C:20]1[CH:21]=[C:22]2[C:27](=[CH:28][C:29]=1[O:30][CH3:31])[N:26]=[CH:25][CH:24]=[C:23]2[O:32][C:33]1[CH:39]=[CH:38][C:36]([NH2:37])=[C:35]([F:40])[CH:34]=1.CCN(CC)CC, predict the reaction product.